The task is: Predict the reaction yield, written as a fraction of the theoretical maximum amount of product (1.0 means a 100% yield; for example, 0.34 means a 34% yield).. This data is from Reaction yield outcomes from USPTO patents with 853,638 reactions. (1) The product is [ClH:19].[CH3:6][NH:8][C@H:9]1[CH2:14][CH2:13][C@H:12]([C:15]([OH:17])=[O:16])[CH2:11][CH2:10]1. The catalyst is O1CCOCC1. The reactants are C(O[C:6]([N:8](C)[C@H:9]1[CH2:14][CH2:13][C@H:12]([C:15]([OH:17])=[O:16])[CH2:11][CH2:10]1)=O)(C)(C)C.[ClH:19]. The yield is 0.970. (2) The reactants are [I:1][C:2]1[CH:7]=[CH:6][C:5]([CH2:8][C:9]([OH:11])=[O:10])=[CH:4][CH:3]=1.Cl.[CH3:13]O. The catalyst is O1CCOCC1. The product is [I:1][C:2]1[CH:3]=[CH:4][C:5]([CH2:8][C:9]([O:11][CH3:13])=[O:10])=[CH:6][CH:7]=1. The yield is 0.980.